From a dataset of NCI-60 drug combinations with 297,098 pairs across 59 cell lines. Regression. Given two drug SMILES strings and cell line genomic features, predict the synergy score measuring deviation from expected non-interaction effect. Drug 1: C1CC(C1)(C(=O)O)C(=O)O.[NH2-].[NH2-].[Pt+2]. Drug 2: CC(C)(C#N)C1=CC(=CC(=C1)CN2C=NC=N2)C(C)(C)C#N. Cell line: U251. Synergy scores: CSS=21.7, Synergy_ZIP=-4.16, Synergy_Bliss=2.42, Synergy_Loewe=-2.60, Synergy_HSA=0.477.